Dataset: Human liver microsome stability data. Task: Regression/Classification. Given a drug SMILES string, predict its absorption, distribution, metabolism, or excretion properties. Task type varies by dataset: regression for continuous measurements (e.g., permeability, clearance, half-life) or binary classification for categorical outcomes (e.g., BBB penetration, CYP inhibition). Dataset: hlm. (1) The compound is CC(C(O)c1ccc(O)cc1)N1CCC(Cc2ccccc2)CC1. The result is 1 (stable in human liver microsomes). (2) The molecule is Cn1c(Nc2ccc(I)cc2F)c(C(=O)NOC[C@H](O)CO)c2c1C(=O)CCC2. The result is 0 (unstable in human liver microsomes). (3) The drug is c1cncc(-c2ccc(C3SCCS3)o2)c1. The result is 0 (unstable in human liver microsomes). (4) The molecule is CCc1nc(N)nc(N)c1-c1ccc2c(c1)N(CCCOC)C[C@H](C)O2. The result is 0 (unstable in human liver microsomes). (5) The molecule is CCN(CC)CCCC(C)Nc1ccnc2cc(Oc3ccccc3)ccc12. The result is 0 (unstable in human liver microsomes).